Dataset: Cav3 T-type calcium channel HTS with 100,875 compounds. Task: Binary Classification. Given a drug SMILES string, predict its activity (active/inactive) in a high-throughput screening assay against a specified biological target. (1) The molecule is Brc1ccc(c2nc(on2)c2cc(OC)cc(OC)c2)cc1. The result is 0 (inactive). (2) The compound is O=C(NCc1ncccc1)C1C(C1)C(NC(OCc1ccccc1)=O)c1ccccc1. The result is 0 (inactive). (3) The molecule is Brc1c(n(nc1)CC)C(=O)Nc1c(ccc(c1)C(OC)=O)C(OC)=O. The result is 0 (inactive). (4) The drug is S(c1n(CCOC)c(nn1)c1occc1)Cc1cccnc1. The result is 0 (inactive). (5) The compound is s1c(NC(=O)c2c(cccc2)C(O)=O)ncc1. The result is 0 (inactive). (6) The molecule is O=C(NC1CCCCC1)CCc1onc(n1)c1cc(OC)c(OC)cc1. The result is 0 (inactive).